Task: Predict the reaction yield, written as a fraction of the theoretical maximum amount of product (1.0 means a 100% yield; for example, 0.34 means a 34% yield).. Dataset: Reaction yield outcomes from USPTO patents with 853,638 reactions (1) The reactants are [C:1]([O:5][C:6]([N:8]1[CH2:12][C@@H:11]([CH3:13])[CH2:10][C@H:9]1[C:14]([OH:16])=O)=[O:7])([CH3:4])([CH3:3])[CH3:2].C(N(CC)CC)C.C(Cl)(=O)OCC(C)C.[Br:32][C:33]1[CH:39]=[CH:38][C:37]([Br:40])=[CH:36][C:34]=1[NH2:35]. The catalyst is C1COCC1. The product is [Br:32][C:33]1[CH:39]=[CH:38][C:37]([Br:40])=[CH:36][C:34]=1[NH:35][C:14]([C@@H:9]1[CH2:10][C@H:11]([CH3:13])[CH2:12][N:8]1[C:6]([O:5][C:1]([CH3:2])([CH3:3])[CH3:4])=[O:7])=[O:16]. The yield is 0.450. (2) The reactants are [CH2:1]([N:8]1[C:18]2[C:13](=[CH:14][C:15]([CH3:19])=[CH:16][CH:17]=2)[C:11](=O)[C:9]1=[O:10])[C:2]1[CH:7]=[CH:6][CH:5]=[CH:4][CH:3]=1.O.NN. The catalyst is CS(C)=O. The product is [CH2:1]([N:8]1[C:18]2[C:13](=[CH:14][C:15]([CH3:19])=[CH:16][CH:17]=2)[CH2:11][C:9]1=[O:10])[C:2]1[CH:7]=[CH:6][CH:5]=[CH:4][CH:3]=1. The yield is 1.00. (3) The reactants are [F:1][C:2]1[CH:3]=[C:4]2[C:8](=[CH:9][CH:10]=1)[N:7]([CH2:11][C:12]1[CH:17]=[CH:16][CH:15]=[CH:14][CH:13]=1)[C:6](=[O:18])[C:5]2=O.CCOCC. The catalyst is CCCCCC. The product is [CH2:11]([N:7]1[C:8]2[C:4](=[CH:3][C:2]([F:1])=[CH:10][CH:9]=2)[CH2:5][C:6]1=[O:18])[C:12]1[CH:17]=[CH:16][CH:15]=[CH:14][CH:13]=1. The yield is 0.750. (4) The reactants are [Cl:1][C:2]1[C:7]([OH:8])=[CH:6][CH:5]=[CH:4][N:3]=1.[C:9]([O-])(O)=[O:10].[Na+].C=O.Cl. The catalyst is O. The product is [Cl:1][C:2]1[C:7]([OH:8])=[CH:6][CH:5]=[C:4]([CH2:9][OH:10])[N:3]=1. The yield is 0.810. (5) The reactants are Cl[C:2]1[C:3]([N+:9]([O-:11])=[O:10])=[C:4]([CH:6]=[CH:7][CH:8]=1)[NH2:5].[NH:12]1[CH2:17][CH2:16][CH2:15][CH2:14][CH2:13]1.C([O-])([O-])=O.[K+].[K+]. The catalyst is CN(C=O)C.CCOC(C)=O. The product is [N+:9]([C:3]1[C:2]([N:12]2[CH2:17][CH2:16][CH2:15][CH2:14][CH2:13]2)=[CH:8][CH:7]=[CH:6][C:4]=1[NH2:5])([O-:11])=[O:10]. The yield is 0.703.